From a dataset of Peptide-MHC class II binding affinity with 134,281 pairs from IEDB. Regression. Given a peptide amino acid sequence and an MHC pseudo amino acid sequence, predict their binding affinity value. This is MHC class II binding data. (1) The peptide sequence is VDGNPTVDIEEAPEM. The MHC is HLA-DQA10201-DQB10303 with pseudo-sequence HLA-DQA10201-DQB10303. The binding affinity (normalized) is 0. (2) The peptide sequence is CILAWILVRIINVRS. The MHC is HLA-DQA10102-DQB10602 with pseudo-sequence HLA-DQA10102-DQB10602. The binding affinity (normalized) is 0. (3) The peptide sequence is CPLDHVNTLHFLTRG. The MHC is DRB1_0101 with pseudo-sequence DRB1_0101. The binding affinity (normalized) is 1.00. (4) The peptide sequence is CPKYVKQNTLKLATG. The MHC is DRB1_0701 with pseudo-sequence DRB1_0701. The binding affinity (normalized) is 0.622.